From a dataset of Peptide-MHC class I binding affinity with 185,985 pairs from IEDB/IMGT. Regression. Given a peptide amino acid sequence and an MHC pseudo amino acid sequence, predict their binding affinity value. This is MHC class I binding data. (1) The peptide sequence is DWMERIEDF. The MHC is HLA-A69:01 with pseudo-sequence HLA-A69:01. The binding affinity (normalized) is 0.0847. (2) The peptide sequence is SLGILCVSI. The MHC is HLA-A32:01 with pseudo-sequence HLA-A32:01. The binding affinity (normalized) is 0.494. (3) The peptide sequence is RRHWGGNVL. The MHC is HLA-B27:20 with pseudo-sequence HLA-B27:20. The binding affinity (normalized) is 1.00. (4) The peptide sequence is SLIYRRRLMK. The MHC is HLA-A03:01 with pseudo-sequence HLA-A03:01. The binding affinity (normalized) is 0.661. (5) The peptide sequence is SPAIFQCSM. The MHC is HLA-A68:02 with pseudo-sequence HLA-A68:02. The binding affinity (normalized) is 0. (6) The peptide sequence is QIYPGIKVR. The MHC is Mamu-B8301 with pseudo-sequence Mamu-B8301. The binding affinity (normalized) is 0.0992.